This data is from Catalyst prediction with 721,799 reactions and 888 catalyst types from USPTO. The task is: Predict which catalyst facilitates the given reaction. (1) The catalyst class is: 25. Product: [F:1][C:2]1[CH:3]=[C:4]2[C:20](=[CH:21][CH:22]=1)[C:8]([C:9]1[CH:14]=[CH:13][C:12]([C:15]([F:18])([F:17])[F:16])=[CH:11][CH:10]=1)=[N:7][CH2:6][CH2:5]2. Reactant: [F:1][C:2]1[CH:3]=[C:4]([CH:20]=[CH:21][CH:22]=1)[CH2:5][CH2:6][NH:7][C:8](=O)[C:9]1[CH:14]=[CH:13][C:12]([C:15]([F:18])([F:17])[F:16])=[CH:11][CH:10]=1.O=P12OP3(OP(OP(O3)(O1)=O)(=O)O2)=O.[OH-].[K+].C(OCC)C. (2) Reactant: C(=O)([O-])[O-].[K+].[K+].C([O:10][C:11]1[CH:12]=[C:13]([CH:31]=[CH2:32])[C:14]2[O:18][C:17]([C:19]3[CH:24]=[CH:23][C:22]([O:25]C(=O)C)=[C:21]([F:29])[CH:20]=3)=[N:16][C:15]=2[CH:30]=1)(=O)C.O1CCOCC1.Cl. The catalyst class is: 6. Product: [F:29][C:21]1[CH:20]=[C:19]([C:17]2[O:18][C:14]3[C:13]([CH:31]=[CH2:32])=[CH:12][C:11]([OH:10])=[CH:30][C:15]=3[N:16]=2)[CH:24]=[CH:23][C:22]=1[OH:25]. (3) Reactant: CS(O[CH2:6][CH2:7][NH:8][C:9]([O:11][CH2:12][C:13]1[CH:18]=[CH:17][CH:16]=[CH:15][CH:14]=1)=[O:10])(=O)=O.[NH2:19][CH2:20][CH:21]1[CH2:26][CH2:25][CH2:24][CH2:23][N:22]1[C:27]([O:29][C:30]([CH3:33])([CH3:32])[CH3:31])=[O:28].C(=O)([O-])[O-].[K+].[K+]. Product: [CH2:12]([O:11][C:9]([NH:8][CH2:7][CH2:6][NH:19][CH2:20][CH:21]1[CH2:26][CH2:25][CH2:24][CH2:23][N:22]1[C:27]([O:29][C:30]([CH3:33])([CH3:32])[CH3:31])=[O:28])=[O:10])[C:13]1[CH:18]=[CH:17][CH:16]=[CH:15][CH:14]=1. The catalyst class is: 10.